From a dataset of Catalyst prediction with 721,799 reactions and 888 catalyst types from USPTO. Predict which catalyst facilitates the given reaction. (1) Reactant: O[CH:2]1[CH:3]([CH3:56])[CH2:4][CH2:5][CH:6]([O:48][Si:49]([CH2:54][CH3:55])([CH2:52][CH3:53])[CH2:50][CH3:51])[CH2:7][C:8]([O:10][CH:11](/[C:16](/[CH3:47])=[CH:17]/[CH:18]=[CH:19]/[C:20]([CH3:46])([O:38][Si:39]([CH2:44][CH3:45])([CH2:42][CH3:43])[CH2:40][CH3:41])[CH2:21][CH:22]2[O:37][CH:23]2[CH:24]([CH3:36])[CH:25]([O:28][Si:29]([CH2:34][CH3:35])([CH2:32][CH3:33])[CH2:30][CH3:31])[CH2:26][CH3:27])[CH:12]([CH3:15])[CH:13]=[CH:14]1)=[O:9].C(N(CC)CC)C.ClC([O:67][C:68]1[CH:73]=[CH:72][C:71]([N+:74]([O-:76])=[O:75])=[CH:70][CH:69]=1)=O.[C:77]([O:80]CC)(=[O:79])C. Product: [CH3:56][CH:3]1[CH:2]([C:77]([O:80][O:67][C:68]2[CH:69]=[CH:70][C:71]([N+:74]([O-:76])=[O:75])=[CH:72][CH:73]=2)=[O:79])[CH:14]=[CH:13][CH:12]([CH3:15])[CH:11](/[C:16](/[CH3:47])=[CH:17]/[CH:18]=[CH:19]/[C:20]([CH3:46])([O:38][Si:39]([CH2:40][CH3:41])([CH2:44][CH3:45])[CH2:42][CH3:43])[CH2:21][CH:22]2[O:37][CH:23]2[CH:24]([CH3:36])[CH:25]([O:28][Si:29]([CH2:34][CH3:35])([CH2:30][CH3:31])[CH2:32][CH3:33])[CH2:26][CH3:27])[O:10][C:8](=[O:9])[CH2:7][CH:6]([O:48][Si:49]([CH2:54][CH3:55])([CH2:52][CH3:53])[CH2:50][CH3:51])[CH2:5][CH2:4]1. The catalyst class is: 143. (2) Reactant: Cl[C:2]1[C:3]2[C:4](=[CH:18][N:19](CC3C=CC(OC)=CC=3)[N:20]=2)[N:5]=[C:6]([C:8]2[N:12]([CH3:13])[C:11]3[CH:14]=[CH:15][CH:16]=[CH:17][C:10]=3[N:9]=2)[N:7]=1.[CH3:30][O:31][C:32]1[CH:33]=[C:34]([CH:36]=[CH:37][C:38]=1[O:39][CH3:40])[NH2:35].Cl. Product: [CH3:30][O:31][C:32]1[CH:33]=[C:34]([NH:35][C:2]2[C:3]3[NH:20][N:19]=[CH:18][C:4]=3[N:5]=[C:6]([C:8]3[N:12]([CH3:13])[C:11]4[CH:14]=[CH:15][CH:16]=[CH:17][C:10]=4[N:9]=3)[N:7]=2)[CH:36]=[CH:37][C:38]=1[O:39][CH3:40]. The catalyst class is: 71. (3) Reactant: Cl.[CH3:2][O:3][C:4]([C@H:6]1[CH2:11][CH2:10][C@H:9]([NH:12][CH3:13])[CH2:8][CH2:7]1)=[O:5].[CH:14]1[C:19]([O:20][C:21](Cl)=[O:22])=[CH:18][CH:17]=[C:16]([Cl:24])[CH:15]=1. Product: [CH3:2][O:3][C:4]([C@H:6]1[CH2:11][CH2:10][C@H:9]([N:12]([C:21]([O:20][C:19]2[CH:18]=[CH:17][C:16]([Cl:24])=[CH:15][CH:14]=2)=[O:22])[CH3:13])[CH2:8][CH2:7]1)=[O:5]. The catalyst class is: 17. (4) Reactant: [H-].[Na+].[CH3:3][C:4]1([OH:10])[CH2:9][CH2:8][O:7][CH2:6][CH2:5]1.[C:11](=O)([O:19]C1C=CC=CN=1)[O:12][C:13]1[CH:18]=[CH:17][CH:16]=[CH:15][N:14]=1.[NH4+].[Cl-]. Product: [C:11](=[O:19])([O:12][C:13]1[CH:18]=[CH:17][CH:16]=[CH:15][N:14]=1)[O:10][C:4]1([CH3:3])[CH2:9][CH2:8][O:7][CH2:6][CH2:5]1. The catalyst class is: 116. (5) Reactant: [Si:1]([O:8][CH2:9][C@:10]1([C:24]([O:26][C:27]([CH3:30])([CH3:29])[CH3:28])=[O:25])[CH2:14][C:13](=[O:15])[N:12]([C@@H:16]([C:18]2[CH:23]=[CH:22][CH:21]=[CH:20][CH:19]=2)[CH3:17])[CH2:11]1)([C:4]([CH3:7])([CH3:6])[CH3:5])([CH3:3])[CH3:2].IC.[CH3:33][Si]([N-][Si](C)(C)C)(C)C.[Li+].[Cl-].[NH4+]. Product: [Si:1]([O:8][CH2:9][C@:10]1([C:24]([O:26][C:27]([CH3:29])([CH3:28])[CH3:30])=[O:25])[CH:14]([CH3:33])[C:13](=[O:15])[N:12]([C@@H:16]([C:18]2[CH:19]=[CH:20][CH:21]=[CH:22][CH:23]=2)[CH3:17])[CH2:11]1)([C:4]([CH3:7])([CH3:5])[CH3:6])([CH3:3])[CH3:2]. The catalyst class is: 7. (6) Reactant: [N+:1]([C:4]1[CH:8]=[CH:7][NH:6][N:5]=1)([O-:3])=[O:2].[H-].[Na+].Br[CH2:12][CH2:13][O:14][Si:15]([C:18]([CH3:21])([CH3:20])[CH3:19])([CH3:17])[CH3:16]. Product: [C:18]([Si:15]([CH3:17])([CH3:16])[O:14][CH2:13][CH2:12][N:6]1[CH:7]=[CH:8][C:4]([N+:1]([O-:3])=[O:2])=[N:5]1)([CH3:21])([CH3:20])[CH3:19]. The catalyst class is: 42. (7) Reactant: [C:1](OC(=O)C)(=[O:3])[CH3:2].[O:8]=[C:9]1[CH:13]=[CH:12][C:11](=[O:14])[N:10]1[CH2:15][CH2:16][CH2:17][CH2:18][CH2:19][CH2:20][N:21]1[CH2:26][CH2:25][CH2:24][CH2:23][C@@H:22]1[C:27]([NH:29][C@@H:30]([C@@H:66]([CH3:69])[CH2:67][CH3:68])[C:31]([N:33]([C@@H:35]([CH:63]([CH3:65])[CH3:64])[CH2:36][C@H:37]([C:39]1[S:40][CH:41]=[C:42]([C:44]([NH:46][C@@H:47]([CH2:56][C:57]2[CH:62]=[CH:61][CH:60]=[CH:59][CH:58]=2)[CH2:48][C@H:49]([CH3:55])[C:50]([O:52][CH2:53][CH3:54])=[O:51])=[O:45])[N:43]=1)[OH:38])[CH3:34])=[O:32])=[O:28].C1(=O)NC(=O)C=C1. Product: [C:1]([O:38][C@@H:37]([C:39]1[S:40][CH:41]=[C:42]([C:44]([NH:46][C@@H:47]([CH2:56][C:57]2[CH:58]=[CH:59][CH:60]=[CH:61][CH:62]=2)[CH2:48][C@H:49]([CH3:55])[C:50]([O:52][CH2:53][CH3:54])=[O:51])=[O:45])[N:43]=1)[CH2:36][C@@H:35]([N:33]([CH3:34])[C:31](=[O:32])[C@@H:30]([NH:29][C:27]([C@H:22]1[CH2:23][CH2:24][CH2:25][CH2:26][N:21]1[CH2:20][CH2:19][CH2:18][CH2:17][CH2:16][CH2:15][N:10]1[C:11](=[O:14])[CH:12]=[CH:13][C:9]1=[O:8])=[O:28])[C@@H:66]([CH3:69])[CH2:67][CH3:68])[CH:63]([CH3:65])[CH3:64])(=[O:3])[CH3:2]. The catalyst class is: 17.